This data is from Reaction yield outcomes from USPTO patents with 853,638 reactions. The task is: Predict the reaction yield, written as a fraction of the theoretical maximum amount of product (1.0 means a 100% yield; for example, 0.34 means a 34% yield). (1) The reactants are C(O[C:6]([N:8]1[CH2:11][CH:10]([NH:12][C:13]2[CH:14]=[CH:15][C:16]3[O:25][CH2:24][CH2:23][C:22]4[CH:21]=[C:20]([C:26]5[N:27]([C:31]6[CH:36]=[CH:35][C:34]([F:37])=[CH:33][C:32]=6[F:38])[N:28]=[CH:29][N:30]=5)[S:19][C:18]=4[C:17]=3[N:39]=2)[CH2:9]1)=O)(C)(C)C.[H-].[H-].[H-].[H-].[Li+].[Al+3]. The catalyst is C1COCC1. The product is [F:38][C:32]1[CH:33]=[C:34]([F:37])[CH:35]=[CH:36][C:31]=1[N:27]1[C:26]([C:20]2[S:19][C:18]3[C:17]4[N:39]=[C:13]([NH:12][CH:10]5[CH2:9][N:8]([CH3:6])[CH2:11]5)[CH:14]=[CH:15][C:16]=4[O:25][CH2:24][CH2:23][C:22]=3[CH:21]=2)=[N:30][CH:29]=[N:28]1. The yield is 0.510. (2) The reactants are Br[C:2]1[CH:3]=[C:4]2[C:9](=[CH:10][CH:11]=1)[N:8]=[CH:7][C:6]([C:12]([CH:14]1[CH2:16][CH2:15]1)=[O:13])=[C:5]2[NH:17][C:18]1[CH:19]=[CH:20][C:21]([N:24]2[CH2:29][CH2:28][CH2:27][C@H:26]([NH:30]C(=O)OC(C)(C)C)[CH2:25]2)=[N:22][CH:23]=1.[Cl:38][C:39]1[CH:44]=[C:43](B2OC(C)(C)C(C)(C)O2)[CH:42]=[C:41]([O:54][CH3:55])[C:40]=1[OH:56]. No catalyst specified. The product is [NH2:30][C@H:26]1[CH2:27][CH2:28][CH2:29][N:24]([C:21]2[N:22]=[CH:23][C:18]([NH:17][C:5]3[C:4]4[C:9](=[CH:10][CH:11]=[C:2]([C:43]5[CH:42]=[C:41]([O:54][CH3:55])[C:40]([OH:56])=[C:39]([Cl:38])[CH:44]=5)[CH:3]=4)[N:8]=[CH:7][C:6]=3[C:12]([CH:14]3[CH2:15][CH2:16]3)=[O:13])=[CH:19][CH:20]=2)[CH2:25]1. The yield is 0.450. (3) The reactants are [OH:1][C:2]1[CH:9]=[CH:8][C:5]([CH:6]=[O:7])=[CH:4][CH:3]=1.Br[C:11]1[CH:16]=[CH:15][C:14]([C:17]([F:20])([F:19])[F:18])=[CH:13][N:12]=1.C(=O)([O-])[O-].[K+].[K+]. The catalyst is CN(C)C=O.CCOC(C)=O.O. The product is [F:18][C:17]([F:20])([F:19])[C:14]1[CH:15]=[CH:16][C:11]([O:1][C:2]2[CH:9]=[CH:8][C:5]([CH:6]=[O:7])=[CH:4][CH:3]=2)=[N:12][CH:13]=1. The yield is 0.840. (4) The product is [Br:19][CH2:1][C:2]1[CH:3]=[CH:4][C:5]([C:6]([C:8]2[CH:13]=[CH:12][C:11]([N+:14]([O-:16])=[O:15])=[CH:10][CH:9]=2)=[O:7])=[CH:17][CH:18]=1. The reactants are [CH3:1][C:2]1[CH:18]=[CH:17][C:5]([C:6]([C:8]2[CH:13]=[CH:12][C:11]([N+:14]([O-:16])=[O:15])=[CH:10][CH:9]=2)=[O:7])=[CH:4][CH:3]=1.[Br:19]N1C(=O)CCC1=O. The catalyst is C(Cl)(Cl)(Cl)Cl.C(OOC(=O)C1C=CC=CC=1)(=O)C1C=CC=CC=1. The yield is 0.810. (5) The catalyst is CN(C=O)C. The reactants are [OH:1][C:2]1[CH:3]=[CH:4][C:5]2[O:9][C:8]([C:10](=[O:12])[CH3:11])=[CH:7][C:6]=2[CH:13]=1.[C:14]([Si:18]([CH3:21])([CH3:20])Cl)([CH3:17])([CH3:16])[CH3:15].N1C=CN=C1. The product is [Si:18]([O:1][C:2]1[CH:3]=[CH:4][C:5]2[O:9][C:8]([C:10](=[O:12])[CH3:11])=[CH:7][C:6]=2[CH:13]=1)([C:14]([CH3:17])([CH3:16])[CH3:15])([CH3:21])[CH3:20]. The yield is 0.980.